Dataset: Aqueous solubility values for 9,982 compounds from the AqSolDB database. Task: Regression/Classification. Given a drug SMILES string, predict its absorption, distribution, metabolism, or excretion properties. Task type varies by dataset: regression for continuous measurements (e.g., permeability, clearance, half-life) or binary classification for categorical outcomes (e.g., BBB penetration, CYP inhibition). For this dataset (solubility_aqsoldb), we predict Y. (1) The compound is COc1cccc(OCC(O)CO)c1OC. The Y is -3.00 log mol/L. (2) The drug is CC1CCC(C(C)C)C(O)C1. The Y is -2.49 log mol/L. (3) The Y is -2.16 log mol/L. The molecule is O=[Mo](=O)=O. (4) The molecule is Nc1ccc(S(=O)(=O)Nc2ccc(I)nc2)cc1. The Y is -1.81 log mol/L. (5) The drug is O=C(O)c1ccc([N+](=O)[O-])cc1. The Y is -2.80 log mol/L. (6) The compound is CNc1nc(Cl)nc(NC(C)C)n1. The Y is -2.89 log mol/L.